From a dataset of Catalyst prediction with 721,799 reactions and 888 catalyst types from USPTO. Predict which catalyst facilitates the given reaction. (1) Reactant: [O:1]=[C:2]1[NH:7][C:6]2[N:8]=[CH:9][CH:10]=[CH:11][C:5]=2[CH2:4][N:3]1[CH:12]1[CH2:17][CH2:16][N:15](C(OC(C)(C)C)=O)[CH2:14][CH2:13]1.[ClH:25]. Product: [ClH:25].[ClH:25].[NH:15]1[CH2:14][CH2:13][CH:12]([N:3]2[CH2:4][C:5]3[CH:11]=[CH:10][CH:9]=[N:8][C:6]=3[NH:7][C:2]2=[O:1])[CH2:17][CH2:16]1. The catalyst class is: 12. (2) Reactant: C[N:2](C)[CH:3]=[CH:4][C:5]([C:7]1[C:12](=[O:13])[CH:11]=[CH:10][N:9]([C:14]2[CH:19]=[CH:18][CH:17]=[CH:16][C:15]=2[O:20][CH3:21])[N:8]=1)=O.[C:23]1([NH:29]N)[CH:28]=[CH:27][CH:26]=[CH:25][CH:24]=1. Product: [CH3:21][O:20][C:15]1[CH:16]=[CH:17][CH:18]=[CH:19][C:14]=1[N:9]1[CH:10]=[CH:11][C:12](=[O:13])[C:7]([C:5]2[N:29]([C:23]3[CH:28]=[CH:27][CH:26]=[CH:25][CH:24]=3)[N:2]=[CH:3][CH:4]=2)=[N:8]1. The catalyst class is: 5. (3) Reactant: [CH2:1]([O:3][C:4](=[O:16])[C@@H:5]([NH:7][C:8](=[O:15])[C@@H:9]([NH2:14])[C:10]([CH3:13])([CH3:12])[CH3:11])[CH3:6])[CH3:2].[CH3:17][N:18]1[CH2:23][CH2:22][CH:21]([C:24](O)=[O:25])[CH2:20][CH2:19]1.C(OC(Cl)=O)C(C)C.CN1CCOCC1. Product: [CH2:1]([O:3][C:4](=[O:16])[C@@H:5]([NH:7][C:8](=[O:15])[C@@H:9]([NH:14][C:24]([CH:21]1[CH2:22][CH2:23][N:18]([CH3:17])[CH2:19][CH2:20]1)=[O:25])[C:10]([CH3:11])([CH3:13])[CH3:12])[CH3:6])[CH3:2]. The catalyst class is: 3. (4) Reactant: [Cl:1][C:2]1[CH:7]=[CH:6][C:5]([S:8](Cl)(=[O:10])=[O:9])=[CH:4][C:3]=1[N+:12]([O-:14])=[O:13].[CH3:15][C:16]1[CH:17]=[C:18]([CH:20]=[CH:21][C:22]=1[CH3:23])[NH2:19].CN(C1C=CC=CN=1)C. Product: [Cl:1][C:2]1[CH:7]=[CH:6][C:5]([S:8]([NH:19][C:18]2[CH:20]=[CH:21][C:22]([CH3:23])=[C:16]([CH3:15])[CH:17]=2)(=[O:10])=[O:9])=[CH:4][C:3]=1[N+:12]([O-:14])=[O:13]. The catalyst class is: 17. (5) Reactant: [N:1]1[C:6]2[CH2:7][NH:8][CH2:9][C:5]=2[C:4]([O:10][C:11]2[CH:12]=[C:13]3[C:17](=[CH:18][CH:19]=2)[N:16]([C:20]([NH:22][C:23]2[CH:28]=[CH:27][CH:26]=[C:25]([C:29]([F:32])([F:31])[F:30])[CH:24]=2)=[O:21])[CH:15]=[CH:14]3)=[N:3][CH:2]=1.Br[CH2:34][CH2:35][OH:36]. Product: [OH:36][CH2:35][CH2:34][N:8]1[CH2:9][C:5]2[C:4]([O:10][C:11]3[CH:12]=[C:13]4[C:17](=[CH:18][CH:19]=3)[N:16]([C:20]([NH:22][C:23]3[CH:28]=[CH:27][CH:26]=[C:25]([C:29]([F:31])([F:30])[F:32])[CH:24]=3)=[O:21])[CH:15]=[CH:14]4)=[N:3][CH:2]=[N:1][C:6]=2[CH2:7]1. The catalyst class is: 3. (6) Reactant: C(OC(=O)[C@H](N(CC1C=C(C(OC(C)(C)C)=O)SC=1)C(=O)C[C@@H:12]1[C:21]2[C:16](=[CH:17][C:18](O)=[CH:19][CH:20]=2)[CH2:15][CH2:14][CH2:13]1)C)(C)(C)C. Product: [CH2:20]1[C:21]2[C:16](=[CH:15][CH:14]=[CH:13][CH:12]=2)[CH2:17][CH2:18][CH2:19]1. The catalyst class is: 119. (7) Reactant: [F:1][C:2]1[CH:7]=[CH:6][CH:5]=[C:4]([F:8])[C:3]=1[N:9]1[C:14]2[N:15]=[C:16](S(C)=O)[N:17]=[C:18]([C:19]3[CH:20]=[C:21]([CH:32]=[CH:33][C:34]=3[CH3:35])[C:22]([NH:24][C:25]3[CH:30]=[CH:29][C:28]([F:31])=[CH:27][CH:26]=3)=[O:23])[C:13]=2[CH2:12][NH:11][C:10]1=[O:39].[CH2:40]([N:44]([CH2:49][CH2:50][CH2:51][CH3:52])[CH2:45][CH2:46][CH2:47][NH2:48])[CH2:41][CH2:42][CH3:43]. Product: [CH2:40]([N:44]([CH2:49][CH2:50][CH2:51][CH3:52])[CH2:45][CH2:46][CH2:47][NH:48][C:16]1[N:17]=[C:18]([C:19]2[CH:20]=[C:21]([CH:32]=[CH:33][C:34]=2[CH3:35])[C:22]([NH:24][C:25]2[CH:30]=[CH:29][C:28]([F:31])=[CH:27][CH:26]=2)=[O:23])[C:13]2[CH2:12][NH:11][C:10](=[O:39])[N:9]([C:3]3[C:2]([F:1])=[CH:7][CH:6]=[CH:5][C:4]=3[F:8])[C:14]=2[N:15]=1)[CH2:41][CH2:42][CH3:43]. The catalyst class is: 1. (8) Reactant: [Br:1][C:2]1[C:3]([CH3:9])=[CH:4][C:5]([OH:8])=[N:6][CH:7]=1.C1C(=O)N([Cl:17])C(=O)C1. Product: [Br:1][C:2]1[C:3]([CH3:9])=[C:4]([Cl:17])[C:5]([OH:8])=[N:6][CH:7]=1. The catalyst class is: 1.